Dataset: Full USPTO retrosynthesis dataset with 1.9M reactions from patents (1976-2016). Task: Predict the reactants needed to synthesize the given product. (1) Given the product [Cl:1][C:2]1[C:11]([NH:12][C:52](=[O:53])[CH2:51][CH2:50][C@@H:49]([C:55]([OH:57])=[O:56])[NH2:48])=[CH:10][C:9]([Cl:13])=[CH:8][C:3]=1[C:4]([OH:6])=[O:5], predict the reactants needed to synthesize it. The reactants are: [Cl:1][C:2]1[C:11]([NH2:12])=[CH:10][C:9]([Cl:13])=[CH:8][C:3]=1[C:4]([O:6]C)=[O:5].CN(C(ON1N=NC2C=CC=NC1=2)=[N+](C)C)C.F[P-](F)(F)(F)(F)F.C1C=NC2N(O)N=NC=2C=1.[NH:48](C(OC(C)(C)C)=O)[C@H:49]([C:55]([O:57]C(C)(C)C)=[O:56])[CH2:50][CH2:51][C:52](=O)[OH:53].Cl.C(N(CC)CC)C. (2) Given the product [Br:1][C:2]1[CH:3]=[C:4]([C:13]2[CH:18]=[CH:17][CH:16]=[CH:15][CH:14]=2)[C:5]([F:8])=[N:6][CH:7]=1, predict the reactants needed to synthesize it. The reactants are: [Br:1][C:2]1[CH:3]=[C:4](B(O)O)[C:5]([F:8])=[N:6][CH:7]=1.I[C:13]1[CH:18]=[CH:17][CH:16]=[CH:15][CH:14]=1.C([O-])([O-])=O.[Na+].[Na+].C(OCC)(=O)C. (3) Given the product [C:19]([O-:20])(=[O:30])[CH3:14].[CH3:23][O:22][C:15]1[CH:16]=[CH:17][CH:18]=[C:19]([O:20][CH3:21])[C:14]=1[CH2:13][N:7]1[CH2:6][C:5]2[C:10](=[CH:11][C:2]([C:24]3[CH:29]=[CH:28][CH:27]=[CH:26][CH:25]=3)=[CH:3][CH:4]=2)[N:9]=[C:8]1[NH3+:12], predict the reactants needed to synthesize it. The reactants are: Br[C:2]1[CH:11]=[C:10]2[C:5]([CH2:6][N:7]([CH2:13][C:14]3[C:19]([O:20][CH3:21])=[CH:18][CH:17]=[CH:16][C:15]=3[O:22][CH3:23])[C:8]([NH2:12])=[N:9]2)=[CH:4][CH:3]=1.[C:24]1([O:30]B(O)O)[CH:29]=[CH:28][CH:27]=[CH:26][CH:25]=1.C(=O)([O-])[O-].[K+].[K+]. (4) Given the product [F:10][C:5]1[CH:4]=[CH:3][C:2]([C:14](=[O:20])[C:15]([O:17][CH2:18][CH3:19])=[O:16])=[CH:7][C:6]=1[O:8][CH3:9], predict the reactants needed to synthesize it. The reactants are: Br[C:2]1[CH:3]=[CH:4][C:5]([F:10])=[C:6]([O:8][CH3:9])[CH:7]=1.[Mg].II.[C:14](OCC)(=[O:20])[C:15]([O:17][CH2:18][CH3:19])=[O:16].[Cl-].[NH4+].